Task: Predict the reactants needed to synthesize the given product.. Dataset: Full USPTO retrosynthesis dataset with 1.9M reactions from patents (1976-2016) (1) The reactants are: [NH2:1][CH2:2][CH2:3][CH2:4][N:5]1[C:9]2[CH:10]=[CH:11][CH:12]=[CH:13][C:8]=2[N:7]=[C:6]1[CH2:14][N:15]([CH3:26])[CH:16]1[C:25]2[N:24]=[CH:23][CH:22]=[CH:21][C:20]=2[CH2:19][CH2:18][CH2:17]1.Cl.[N:28]1[CH:33]=[CH:32][CH:31]=[CH:30][C:29]=1[CH2:34]Cl.C([O-])([O-])=O.[K+].[K+]. Given the product [CH3:26][N:15]([CH2:14][C:6]1[N:5]([CH2:4][CH2:3][CH2:2][NH:1][CH2:34][C:29]2[CH:30]=[CH:31][CH:32]=[CH:33][N:28]=2)[C:9]2[CH:10]=[CH:11][CH:12]=[CH:13][C:8]=2[N:7]=1)[CH:16]1[C:25]2[N:24]=[CH:23][CH:22]=[CH:21][C:20]=2[CH2:19][CH2:18][CH2:17]1, predict the reactants needed to synthesize it. (2) Given the product [Cl:1][C:2]1[N:3]=[N:4][C:5]([N:19]2[CH2:20][CH2:21][N:16]([C:9]([O:11][C:12]([CH3:15])([CH3:14])[CH3:13])=[O:10])[C@H:17]([CH3:22])[CH2:18]2)=[CH:6][CH:7]=1, predict the reactants needed to synthesize it. The reactants are: [Cl:1][C:2]1[N:3]=[N:4][C:5](Cl)=[CH:6][CH:7]=1.[C:9]([N:16]1[CH2:21][CH2:20][NH:19][CH2:18][C@H:17]1[CH3:22])([O:11][C:12]([CH3:15])([CH3:14])[CH3:13])=[O:10].C(N(CC)C(C)C)(C)C.